From a dataset of Full USPTO retrosynthesis dataset with 1.9M reactions from patents (1976-2016). Predict the reactants needed to synthesize the given product. (1) The reactants are: [N:1]1([CH2:8][C:9]2[CH:10]=[C:11]3[C:16](=[CH:17][CH:18]=2)[CH2:15][C@@H:14]([NH:19][C:20]([C:22]2[CH:27]=[CH:26][C:25]([OH:28])=[CH:24][N:23]=2)=[O:21])[CH2:13][CH2:12]3)[CH2:7][CH2:6][CH2:5][CH2:4][CH2:3][CH2:2]1.[O:29]1[CH2:33][CH2:32][CH2:31][C@H:30]1[CH2:34]OS(C)(=O)=O. Given the product [N:1]1([CH2:8][C:9]2[CH:10]=[C:11]3[C:16](=[CH:17][CH:18]=2)[CH2:15][C@@H:14]([NH:19][C:20]([C:22]2[CH:27]=[CH:26][C:25]([O:28][CH2:34][C@@H:30]4[CH2:31][CH2:32][CH2:33][O:29]4)=[CH:24][N:23]=2)=[O:21])[CH2:13][CH2:12]3)[CH2:7][CH2:6][CH2:5][CH2:4][CH2:3][CH2:2]1, predict the reactants needed to synthesize it. (2) Given the product [Cl:8][CH2:7][C:6]1[CH:5]=[CH:4][C:3]([C:9]2[C:16]([C:17]([O:19][CH3:20])=[O:18])=[CH:15][O:11][N:10]=2)=[CH:2][CH:1]=1, predict the reactants needed to synthesize it. The reactants are: [CH:1]1[C:6]([CH2:7][Cl:8])=[CH:5][CH:4]=[C:3](/[C:9](/Cl)=[N:10]\[OH:11])[CH:2]=1.CO[CH:15]=[CH:16][C:17]([O:19][CH3:20])=[O:18].C(N(CC)CC)C.O. (3) Given the product [F:1][C:2]1[CH:7]=[CH:6][C:5]([C:8]2([CH2:9][CH2:10][CH2:11][C:12]([N:14]3[C@@H:18]([C:19]4[CH:20]=[CH:21][CH:22]=[CH:23][CH:24]=4)[CH2:17][O:16][C:15]3=[O:25])=[O:13])[O:29][CH2:28][CH2:27][O:26]2)=[CH:4][CH:3]=1, predict the reactants needed to synthesize it. The reactants are: [F:1][C:2]1[CH:7]=[CH:6][C:5]([C:8](=[O:26])[CH2:9][CH2:10][CH2:11][C:12]([N:14]2[C@@H:18]([C:19]3[CH:24]=[CH:23][CH:22]=[CH:21][CH:20]=3)[CH2:17][O:16][C:15]2=[O:25])=[O:13])=[CH:4][CH:3]=1.[CH2:27](O)[CH2:28][OH:29].Cl[Si](C)(C)C. (4) Given the product [Br:1][C:2]1[CH:10]=[CH:9][C:5]([C:6]([N:12]2[CH2:17][CH2:16][O:15][CH2:14][CH2:13]2)=[O:8])=[CH:4][C:3]=1[F:11], predict the reactants needed to synthesize it. The reactants are: [Br:1][C:2]1[CH:10]=[CH:9][C:5]([C:6]([OH:8])=O)=[CH:4][C:3]=1[F:11].[NH:12]1[CH2:17][CH2:16][O:15][CH2:14][CH2:13]1.C(N1CCOCC1)C.C1C=CC2N(O)N=NC=2C=1.C(Cl)CCl. (5) Given the product [CH3:6][NH:7][S:8]([C:11]1[CH:12]=[C:13]([CH2:17][CH2:18][CH2:19][CH:20]([CH2:24][CH2:25][C:26]2[CH:27]=[CH:28][CH:29]=[CH:30][CH:31]=2)[C:21]([O:23][CH3:33])=[O:22])[CH:14]=[CH:15][CH:16]=1)(=[O:9])=[O:10], predict the reactants needed to synthesize it. The reactants are: OS(O)(=O)=O.[CH3:6][NH:7][S:8]([C:11]1[CH:12]=[C:13]([CH2:17][CH2:18][CH2:19][CH:20]([CH2:24][CH2:25][C:26]2[CH:31]=[CH:30][CH:29]=[CH:28][CH:27]=2)[C:21]([OH:23])=[O:22])[CH:14]=[CH:15][CH:16]=1)(=[O:10])=[O:9].O.[CH3:33]O. (6) Given the product [CH3:1][O:2][CH2:3][CH2:4][N:5]([CH3:15])[C:6]1[CH:11]=[CH:10][C:9]([NH2:12])=[CH:8][CH:7]=1, predict the reactants needed to synthesize it. The reactants are: [CH3:1][O:2][CH2:3][CH2:4][NH:5][C:6]1[CH:11]=[CH:10][C:9]([N+:12]([O-])=O)=[CH:8][CH:7]=1.[CH2:15]1COCC1. (7) Given the product [Cl:5][C:6]1[CH:7]=[CH:8][C:9]([C:12]([C:15]2[CH:28]=[CH:27][C:18]([NH:19][C:20](=[O:26])[O:21][C:22]([CH3:25])([CH3:23])[CH3:24])=[C:17]([CH3:29])[CH:16]=2)=[CH2:13])=[CH:10][CH:11]=1, predict the reactants needed to synthesize it. The reactants are: ClCCCl.[Cl:5][C:6]1[CH:11]=[CH:10][C:9]([C:12]([C:15]2[CH:28]=[CH:27][C:18]([NH:19][C:20](=[O:26])[O:21][C:22]([CH3:25])([CH3:24])[CH3:23])=[C:17]([CH3:29])[CH:16]=2)(O)[CH3:13])=[CH:8][CH:7]=1.